Dataset: Peptide-MHC class II binding affinity with 134,281 pairs from IEDB. Task: Regression. Given a peptide amino acid sequence and an MHC pseudo amino acid sequence, predict their binding affinity value. This is MHC class II binding data. (1) The peptide sequence is DCCMEILGAVLEAVD. The MHC is H-2-IAb with pseudo-sequence H-2-IAb. The binding affinity (normalized) is 0.320. (2) The peptide sequence is GRLLRGYNQFAYDG. The MHC is DRB1_0401 with pseudo-sequence DRB1_0401. The binding affinity (normalized) is 1.00. (3) The peptide sequence is WPQQQPFPQPQQPFC. The MHC is HLA-DQA10101-DQB10501 with pseudo-sequence HLA-DQA10101-DQB10501. The binding affinity (normalized) is 0.436.